Dataset: Full USPTO retrosynthesis dataset with 1.9M reactions from patents (1976-2016). Task: Predict the reactants needed to synthesize the given product. (1) Given the product [C:4]([C:5]([O:6][CH2:23][CH3:24])([F:1])[F:7])([C:8]([F:10])([F:9])[F:11])([C:12]([F:13])([F:14])[F:15])[F:3], predict the reactants needed to synthesize it. The reactants are: [F-:1].[K+].[F:3][C:4]([C:12]([F:15])([F:14])[F:13])([C:8]([F:11])([F:10])[F:9])[C:5]([F:7])=[O:6].S(O[CH2:23][CH3:24])(OCC)(=O)=O. (2) Given the product [Cl:1][C:2]1[CH:3]=[C:4]2[N:10]([S:11]([C:14]3[CH:20]=[CH:19][C:17]([CH3:18])=[CH:16][CH:15]=3)(=[O:13])=[O:12])[CH:9]=[CH:8][C:5]2=[N+:6]([O-:29])[CH:7]=1, predict the reactants needed to synthesize it. The reactants are: [Cl:1][C:2]1[CH:3]=[C:4]2[N:10]([S:11]([C:14]3[CH:20]=[CH:19][C:17]([CH3:18])=[CH:16][CH:15]=3)(=[O:13])=[O:12])[CH:9]=[CH:8][C:5]2=[N:6][CH:7]=1.ClC1C=CC=C(C(OO)=[O:29])C=1. (3) Given the product [CH:1]1([NH:4][C:5]([C:7]2[C:16](=[O:17])[C:15]3[C:10](=[N:11][CH:12]=[CH:13][CH:14]=3)[N:9]([C:18]3[CH:19]=[C:20]([C:24]4[CH:25]=[CH:26][C:27]([C:30]([O:32][CH2:34][CH3:35])=[O:31])=[CH:28][CH:29]=4)[CH:21]=[CH:22][CH:23]=3)[CH:8]=2)=[O:6])[CH2:2][CH2:3]1, predict the reactants needed to synthesize it. The reactants are: [CH:1]1([NH:4][C:5]([C:7]2[C:16](=[O:17])[C:15]3[C:10](=[N:11][CH:12]=[CH:13][CH:14]=3)[N:9]([C:18]3[CH:19]=[C:20]([C:24]4[CH:29]=[CH:28][C:27]([C:30]([OH:32])=[O:31])=[CH:26][CH:25]=4)[CH:21]=[CH:22][CH:23]=3)[CH:8]=2)=[O:6])[CH2:3][CH2:2]1.Br[C:34]1C=CC(C(OCC)=O)=C[CH:35]=1.C([O-])([O-])=O.[Na+].[Na+]. (4) The reactants are: [CH3:1][O:2][C:3]1[CH:8]=[CH:7][C:6]([C:9]2[CH:10]=[C:11](/[CH:20]=[CH:21]/[C:22]([OH:24])=O)[O:12][C:13]=2[C:14]2[CH:19]=[CH:18][CH:17]=[CH:16][CH:15]=2)=[CH:5][CH:4]=1.C(N(CC)CC)C.ClC(OCC)=O.[N-:38]=[N+:39]=[N-:40].[Na+]. Given the product [CH3:1][O:2][C:3]1[CH:8]=[CH:7][C:6]([C:9]2[CH:10]=[C:11](/[CH:20]=[CH:21]/[C:22]([N:38]=[N+:39]=[N-:40])=[O:24])[O:12][C:13]=2[C:14]2[CH:19]=[CH:18][CH:17]=[CH:16][CH:15]=2)=[CH:5][CH:4]=1, predict the reactants needed to synthesize it. (5) The reactants are: [CH3:1][O:2][C:3]1[CH:4]=[C:5]([S:9]([N:12]2[CH2:16][CH:15]([C:17]([OH:19])=O)[N:14]([C:20]3[CH:25]=[CH:24][CH:23]=[CH:22][CH:21]=3)[C:13]2=[O:26])(=[O:11])=[O:10])[CH:6]=[CH:7][CH:8]=1.[F:27][C:28]([F:42])([F:41])[C:29]1[CH:30]=[C:31]([N:35]2[CH2:40][CH2:39][NH:38][CH2:37][CH2:36]2)[CH:32]=[CH:33][CH:34]=1. Given the product [CH3:1][O:2][C:3]1[CH:4]=[C:5]([S:9]([N:12]2[CH2:16][CH:15]([C:17]([N:38]3[CH2:37][CH2:36][N:35]([C:31]4[CH:32]=[CH:33][CH:34]=[C:29]([C:28]([F:41])([F:42])[F:27])[CH:30]=4)[CH2:40][CH2:39]3)=[O:19])[N:14]([C:20]3[CH:25]=[CH:24][CH:23]=[CH:22][CH:21]=3)[C:13]2=[O:26])(=[O:11])=[O:10])[CH:6]=[CH:7][CH:8]=1, predict the reactants needed to synthesize it.